Dataset: Reaction yield outcomes from USPTO patents with 853,638 reactions. Task: Predict the reaction yield, written as a fraction of the theoretical maximum amount of product (1.0 means a 100% yield; for example, 0.34 means a 34% yield). (1) The reactants are Cl.[Cl:2][C:3]1[CH:8]=[CH:7][C:6]([Cl:9])=[CH:5][C:4]=1[NH:10]N.[CH2:12]1[CH2:19][C:17](=O)[C:15](=[O:16])[CH2:14][CH2:13]1. The catalyst is CO. The product is [Cl:9][C:6]1[CH:7]=[CH:8][C:3]([Cl:2])=[C:4]2[C:5]=1[C:13]1[CH2:12][CH2:19][CH2:17][C:15](=[O:16])[C:14]=1[NH:10]2. The yield is 0.118. (2) The reactants are [C:1]([O:4][C:5]1[CH:6]=[C:7]2[C:12](=[CH:13][C:14]=1[O:15][CH3:16])[N:11]=[CH:10][N:9]=[C:8]2Cl)(=[O:3])[CH3:2].[F:18][C:19]1[CH:25]=[CH:24][C:22]([NH2:23])=[CH:21][CH:20]=1. The catalyst is C(O)(C)C. The product is [C:1]([O:4][C:5]1[CH:6]=[C:7]2[C:12](=[CH:13][C:14]=1[O:15][CH3:16])[N:11]=[CH:10][N:9]=[C:8]2[NH:23][C:22]1[CH:24]=[CH:25][C:19]([F:18])=[CH:20][CH:21]=1)(=[O:3])[CH3:2]. The yield is 0.859. (3) The reactants are C([O:8][C:9]1[C:10](=[O:18])[CH:11]=[C:12]([CH:15]([F:17])[F:16])[NH:13][CH:14]=1)C1C=CC=CC=1. The catalyst is CO.[Pd]. The product is [F:17][CH:15]([F:16])[C:12]1[NH:13][CH:14]=[C:9]([OH:8])[C:10](=[O:18])[CH:11]=1. The yield is 0.880. (4) The yield is 0.785. No catalyst specified. The reactants are Cl.[NH2:2][C:3]1[CH:4]=[CH:5][C:6]([OH:12])=[C:7]([CH:11]=1)[C:8]([OH:10])=[O:9].[CH3:13]O. The product is [NH2:2][C:3]1[CH:4]=[CH:5][C:6]([OH:12])=[C:7]([CH:11]=1)[C:8]([O:10][CH3:13])=[O:9]. (5) The reactants are [F:1][C:2]1[CH:14]=[CH:13][C:5]([CH2:6][CH:7]2[CH2:11][CH2:10][NH:9][C:8]2=[O:12])=[CH:4][CH:3]=1.Br[C:16]1[S:17][C:18]([C:22]([NH:24][CH2:25][C:26]2[CH:27]=[N:28][CH:29]=[CH:30][CH:31]=2)=[O:23])=[C:19]([CH3:21])[N:20]=1.C(=O)([O-])[O-].[Cs+].[Cs+].ClCCl.CC1(C)C2C(=C(P(C3C=CC=CC=3)C3C=CC=CC=3)C=CC=2)OC2C(P(C3C=CC=CC=3)C3C=CC=CC=3)=CC=CC1=2. The catalyst is C1(C)C=CC=CC=1. The product is [F:1][C:2]1[CH:14]=[CH:13][C:5]([CH2:6][CH:7]2[CH2:11][CH2:10][N:9]([C:16]3[S:17][C:18]([C:22]([NH:24][CH2:25][C:26]4[CH:27]=[N:28][CH:29]=[CH:30][CH:31]=4)=[O:23])=[C:19]([CH3:21])[N:20]=3)[C:8]2=[O:12])=[CH:4][CH:3]=1. The yield is 0.330. (6) The reactants are [F:1][C:2]1[CH:10]=[C:9]2[C:5]([CH:6]=[C:7]([C:11]([CH3:16])([CH3:15])[CH2:12][CH2:13][OH:14])[NH:8]2)=[CH:4][C:3]=1[N+:17]([O-:19])=[O:18].[CH3:20][C:21]([Si:24](Cl)([CH3:26])[CH3:25])([CH3:23])[CH3:22].N1C=CN=C1. The yield is 0.530. The catalyst is C(Cl)Cl. The product is [Si:24]([O:14][CH2:13][CH2:12][C:11]([C:7]1[NH:8][C:9]2[C:5]([CH:6]=1)=[CH:4][C:3]([N+:17]([O-:19])=[O:18])=[C:2]([F:1])[CH:10]=2)([CH3:16])[CH3:15])([C:21]([CH3:23])([CH3:22])[CH3:20])([CH3:26])[CH3:25]. (7) The reactants are [N+:1]([C:4]1[C:12]([Cl:13])=[CH:11][C:10]([Cl:14])=[CH:9][C:5]=1[C:6]([OH:8])=O)([O-:3])=[O:2].C(Cl)(C(Cl)=O)=O.[NH2:21][C:22]1[CH:27]=[CH:26][C:25]([Cl:28])=[CH:24][N:23]=1.N1C=CC=CC=1. The catalyst is ClCCl.CN(C)C=O. The product is [Cl:28][C:25]1[CH:26]=[CH:27][C:22]([NH:21][C:6]([C:5]2[CH:9]=[C:10]([Cl:14])[CH:11]=[C:12]([Cl:13])[C:4]=2[N+:1]([O-:3])=[O:2])=[O:8])=[N:23][CH:24]=1. The yield is 0.860. (8) The reactants are CS(C)=O.C(Cl)(=O)C([Cl:8])=O.C(OC([N:18]1[CH2:23][CH2:22][CH2:21][CH2:20][CH:19]1[CH2:24][CH2:25][CH2:26][C:27]([O:29][CH3:30])=[O:28])=O)(C)(C)C.CCN(CC)CC. The catalyst is C(Cl)Cl. The product is [ClH:8].[NH:18]1[CH2:23][CH2:22][CH2:21][CH2:20][CH:19]1[CH2:24][CH2:25][CH2:26][C:27]([O:29][CH3:30])=[O:28]. The yield is 0.670. (9) The reactants are Cl.[F:2][C:3]1[CH:4]=[CH:5][C:6]([O:14][C@@H:15]2[CH2:19][CH2:18][O:17][CH2:16]2)=[C:7]([CH:9]2[CH2:13][CH2:12][CH2:11][NH:10]2)[CH:8]=1.C([O-])([O-])=O.[K+].[K+].F[C:27]1[CH:28]=[CH:29][C:30]([N+:33]([O-:35])=[O:34])=[N:31][CH:32]=1. The catalyst is CN(C=O)C. The product is [F:2][C:3]1[CH:4]=[CH:5][C:6]([O:14][C@@H:15]2[CH2:19][CH2:18][O:17][CH2:16]2)=[C:7]([CH:9]2[CH2:13][CH2:12][CH2:11][N:10]2[C:27]2[CH:28]=[CH:29][C:30]([N+:33]([O-:35])=[O:34])=[N:31][CH:32]=2)[CH:8]=1. The yield is 0.821.